Task: Predict the reactants needed to synthesize the given product.. Dataset: Retrosynthesis with 50K atom-mapped reactions and 10 reaction types from USPTO (1) Given the product CS(=O)(=O)N[C@@H](Cc1ccc(OS(C)(=O)=O)cc1)C(=O)O[C@@H](Cc1c(Cl)c[n+]([O-])cc1Cl)c1ccc(OC(F)F)c(OCC2CC2)c1, predict the reactants needed to synthesize it. The reactants are: CS(=O)(=O)Cl.CS(=O)(=O)Oc1ccc(C[C@H](N)C(=O)O[C@@H](Cc2c(Cl)c[n+]([O-])cc2Cl)c2ccc(OC(F)F)c(OCC3CC3)c2)cc1. (2) The reactants are: CC(C)(C)OC(=O)N1CCC[C@@H]1C(N)=O. Given the product CC(C)(C)OC(=O)N1CCC[C@@H]1C#N, predict the reactants needed to synthesize it. (3) Given the product COc1ccc(C#Cc2ccnc(Cl)n2)cc1NC(=O)C(F)(F)F, predict the reactants needed to synthesize it. The reactants are: C#Cc1ccc(OC)c(NC(=O)C(F)(F)F)c1.Clc1ccnc(Cl)n1. (4) Given the product O=C(c1cc(C(F)(F)F)cc(C(F)(F)F)c1)N1CC[C@H](N2CCN(Cc3ccccc3)CC2)[C@H](c2ccccc2)C1, predict the reactants needed to synthesize it. The reactants are: BrCc1ccccc1.O=C(c1cc(C(F)(F)F)cc(C(F)(F)F)c1)N1CC[C@H](N2CCNCC2)[C@H](c2ccccc2)C1.